Dataset: Full USPTO retrosynthesis dataset with 1.9M reactions from patents (1976-2016). Task: Predict the reactants needed to synthesize the given product. (1) Given the product [F:43][C:26]1[CH:25]=[C:24]([N:11]2[C@H:10]([C:7]3[CH:8]=[CH:9][C:4]([NH2:1])=[CH:5][CH:6]=3)[CH2:14][CH2:13][C@H:12]2[C:15]2[CH:16]=[CH:17][C:18]([NH2:21])=[CH:19][CH:20]=2)[CH:29]=[C:28]([F:30])[C:27]=1[N:31]1[CH2:36][CH2:35][CH:34]([C:37]2[CH:38]=[CH:39][CH:40]=[CH:41][CH:42]=2)[CH2:33][CH2:32]1, predict the reactants needed to synthesize it. The reactants are: [N+:1]([C:4]1[CH:9]=[CH:8][C:7]([C@@H:10]2[CH2:14][CH2:13][C@@H:12]([C:15]3[CH:20]=[CH:19][C:18]([N+:21]([O-])=O)=[CH:17][CH:16]=3)[N:11]2[C:24]2[CH:29]=[C:28]([F:30])[C:27]([N:31]3[CH2:36][CH2:35][CH:34]([C:37]4[CH:42]=[CH:41][CH:40]=[CH:39][CH:38]=4)[CH2:33][CH2:32]3)=[C:26]([F:43])[CH:25]=2)=[CH:6][CH:5]=1)([O-])=O.[Cl-].[NH4+].C(OCC)(=O)C. (2) Given the product [F:22][C:23]1[CH:44]=[CH:43][C:26]([O:27][C:28]2[CH:33]=[CH:32][C:31]([C:2]3[N:7]=[C:6]([C:8]([O:10][C:11]([CH3:14])([CH3:13])[CH3:12])=[O:9])[CH:5]=[C:4]([NH:15][C@@H:16]([CH3:21])[C:17]([O:19][CH3:20])=[O:18])[N:3]=3)=[CH:30][CH:29]=2)=[CH:25][CH:24]=1, predict the reactants needed to synthesize it. The reactants are: Cl[C:2]1[N:7]=[C:6]([C:8]([O:10][C:11]([CH3:14])([CH3:13])[CH3:12])=[O:9])[CH:5]=[C:4]([NH:15][C@@H:16]([CH3:21])[C:17]([O:19][CH3:20])=[O:18])[N:3]=1.[F:22][C:23]1[CH:44]=[CH:43][C:26]([O:27][C:28]2[CH:33]=[CH:32][C:31](B3OC(C)(C)C(C)(C)O3)=[CH:30][CH:29]=2)=[CH:25][CH:24]=1.C([O-])([O-])=O.[Na+].[Na+].